Dataset: Forward reaction prediction with 1.9M reactions from USPTO patents (1976-2016). Task: Predict the product of the given reaction. (1) Given the reactants [CH3:1][O:2][C:3]1[CH:8]=[C:7]([O:9][CH3:10])[CH:6]=[CH:5][C:4]=1[C:11]([NH:18][C:19](=[O:23])[CH:20]=[CH:21][CH3:22])([CH2:15][CH2:16][OH:17])CC=C, predict the reaction product. The product is: [CH3:1][O:2][C:3]1[CH:8]=[C:7]([O:9][CH3:10])[CH:6]=[CH:5][C:4]=1[C:11]1([CH2:15][CH2:16][OH:17])[NH:18][C:19](=[O:23])[CH:20]=[CH:21][CH2:22]1. (2) Given the reactants [ClH:1].N[C:3]1[C:12]2[NH:11][C:10](=[O:13])[CH2:9][O:8][C:7]=2[CH:6]=[CH:5][CH:4]=1.N([O-])=O.[Na+].[S:18](=[O:20])=[O:19], predict the reaction product. The product is: [O:13]=[C:10]1[CH2:9][O:8][C:7]2[CH:6]=[CH:5][CH:4]=[C:3]([S:18]([Cl:1])(=[O:20])=[O:19])[C:12]=2[NH:11]1. (3) Given the reactants O/[C:2](=[C:8](/[CH3:15])\[C:9](=O)[CH2:10][CH:11]([CH3:13])[CH3:12])/[C:3]([O:5][CH2:6][CH3:7])=[O:4].[C:16]1([NH:22][NH2:23])[CH:21]=[CH:20][CH:19]=[CH:18][CH:17]=1.Cl, predict the reaction product. The product is: [CH2:10]([C:9]1[N:22]([C:16]2[CH:21]=[CH:20][CH:19]=[CH:18][CH:17]=2)[N:23]=[C:2]([C:3]([O:5][CH2:6][CH3:7])=[O:4])[C:8]=1[CH3:15])[CH:11]([CH3:13])[CH3:12]. (4) Given the reactants [N-:1]=[N+:2]=[N-:3].O[CH2:5][C:6]1(O[CH2:14][C@@H:12](O)[C@@H:10](O)[C@H:8]1O)O.[CH3:16][OH:17], predict the reaction product. The product is: [CH3:16][O:17][C:5]1[CH:14]=[CH:12][C:10]([CH2:5][CH2:6][CH:8]([N:1]=[N+:2]=[N-:3])[CH3:10])=[CH:8][CH:6]=1. (5) The product is: [OH:24][C:23]1[CH:22]=[CH:21][C:16]([C:17]([NH:19][OH:20])=[NH:18])=[C:15]([O:1][CH3:2])[CH:14]=1. Given the reactants [OH:1][C:2]1C=CC(C=O)=C(OC)C=1.C([C:14]1[CH:15]=[C:16]([CH:21]=[C:22](C)[C:23]=1[OH:24])[C:17]([NH:19][OH:20])=[NH:18])C, predict the reaction product. (6) Given the reactants FC(F)(F)C(O)=O.[NH2:8][C@@H:9]([CH2:18][CH2:19][O:20][C:21]1[CH:26]=[C:25]([F:27])[C:24]([N:28]2[C:33]([NH2:34])=[C:32]([C:35](=[O:44])[C:36]3[CH:41]=[CH:40][C:39]([F:42])=[CH:38][C:37]=3[F:43])[CH:31]=[CH:30][C:29]2=[O:45])=[C:23]([F:46])[CH:22]=1)[C:10]([O:12]C1CCCC1)=[O:11].[OH-].[Na+], predict the reaction product. The product is: [NH2:8][C@@H:9]([CH2:18][CH2:19][O:20][C:21]1[CH:26]=[C:25]([F:27])[C:24]([N:28]2[C:33]([NH2:34])=[C:32]([C:35](=[O:44])[C:36]3[CH:41]=[CH:40][C:39]([F:42])=[CH:38][C:37]=3[F:43])[CH:31]=[CH:30][C:29]2=[O:45])=[C:23]([F:46])[CH:22]=1)[C:10]([OH:12])=[O:11]. (7) Given the reactants [Si]([O:8][CH2:9][C:10]([NH:13][C:14]([C:16]1[C:20]2=[N:21][C:22]([C:25]3[C:33]4[C:28](=[CH:29][C:30]([F:34])=[CH:31][CH:32]=4)[N:27]([CH2:35][CH2:36][CH:37]([OH:39])[CH3:38])[N:26]=3)=[CH:23][N:24]=[C:19]2[N:18](C(C2C=CC=CC=2)(C2C=CC=CC=2)C2C=CC=CC=2)[CH:17]=1)=[O:15])([CH3:12])[CH3:11])(C(C)(C)C)(C)C.FC(F)(F)C(O)=O, predict the reaction product. The product is: [F:34][C:30]1[CH:29]=[C:28]2[C:33]([C:25]([C:22]3[N:21]=[C:20]4[C:16]([C:14]([NH:13][C:10]([CH3:11])([CH3:12])[CH2:9][OH:8])=[O:15])=[CH:17][NH:18][C:19]4=[N:24][CH:23]=3)=[N:26][N:27]2[CH2:35][CH2:36][CH:37]([OH:39])[CH3:38])=[CH:32][CH:31]=1. (8) The product is: [CH3:19][CH:18]([N:3]1[C:4]([C:6]([O:8][CH2:9][CH3:10])=[O:7])=[CH:5][N:1]=[N:2]1)[CH3:20]. Given the reactants [N:1]1[NH:2][N:3]=[C:4]([C:6]([O:8][CH2:9][CH3:10])=[O:7])[CH:5]=1.C(=O)([O-])[O-].[K+].[K+].I[CH:18]([CH3:20])[CH3:19], predict the reaction product. (9) Given the reactants [C:1]([O:5][C:6](=[O:19])[NH:7][C:8]1[CH:13]=[CH:12][C:11]([C:14]#[CH:15])=[CH:10][C:9]=1[N+:16]([O-:18])=[O:17])([CH3:4])([CH3:3])[CH3:2].[F:20][C:21]1[CH:26]=[CH:25][CH:24]=[CH:23][C:22]=1I, predict the reaction product. The product is: [C:1]([O:5][C:6](=[O:19])[NH:7][C:8]1[CH:13]=[CH:12][C:11]([C:14]#[C:15][C:22]2[CH:23]=[CH:24][CH:25]=[CH:26][C:21]=2[F:20])=[CH:10][C:9]=1[N+:16]([O-:18])=[O:17])([CH3:4])([CH3:2])[CH3:3].